The task is: Predict which catalyst facilitates the given reaction.. This data is from Catalyst prediction with 721,799 reactions and 888 catalyst types from USPTO. Reactant: Br[C:2]1[CH:3]=[CH:4][C:5]([O:8][CH2:9][CH2:10][O:11][CH2:12][CH2:13][C:14]([O:16][C:17]([CH3:20])([CH3:19])[CH3:18])=[O:15])=[N:6][CH:7]=1.[N+:21]([C:24]1[CH:29]=[CH:28][C:27](B(O)O)=[CH:26][CH:25]=1)([O-:23])=[O:22].O1CCOCC1.C(=O)([O-])[O-].[K+].[K+]. Product: [N+:21]([C:24]1[CH:29]=[CH:28][C:27]([C:2]2[CH:3]=[CH:4][C:5]([O:8][CH2:9][CH2:10][O:11][CH2:12][CH2:13][C:14]([O:16][C:17]([CH3:20])([CH3:19])[CH3:18])=[O:15])=[N:6][CH:7]=2)=[CH:26][CH:25]=1)([O-:23])=[O:22]. The catalyst class is: 103.